From a dataset of Forward reaction prediction with 1.9M reactions from USPTO patents (1976-2016). Predict the product of the given reaction. (1) Given the reactants [CH3:1][N:2]1[CH2:7][CH2:6][N:5]([CH:8]2[CH2:13][CH2:12][N:11]([CH2:14][CH:15]([C:17]3[CH:22]=[CH:21][CH:20]=[CH:19][CH:18]=3)O)[CH2:10][CH2:9]2)[CH2:4][CH2:3]1.CS(Cl)(=O)=O.[CH3:28][O:29][CH2:30][CH2:31][N:32]1[CH2:37][CH2:36][NH:35][CH2:34][CH2:33]1, predict the reaction product. The product is: [CH3:28][O:29][CH2:30][CH2:31][N:32]1[CH2:37][CH2:36][N:35]([CH:15]([C:17]2[CH:22]=[CH:21][CH:20]=[CH:19][CH:18]=2)[CH2:14][N:11]2[CH2:12][CH2:13][CH:8]([N:5]3[CH2:6][CH2:7][N:2]([CH3:1])[CH2:3][CH2:4]3)[CH2:9][CH2:10]2)[CH2:34][CH2:33]1. (2) The product is: [F:48][C:17]1[CH:18]=[CH:2][CH:3]=[CH:4][C:5]=1[CH2:6][C:7]1[S:11]/[C:10](=[N:12]\[C:28]([C:22]23[CH2:23][CH:24]4[CH2:27][CH:20]([CH2:19][CH:26]2[CH2:25]4)[CH2:21]3)=[O:30])/[N:9]([CH2:13][CH2:14][O:15][CH3:16])[CH:8]=1. Given the reactants F[C:2]1[CH:18]=[CH:17][C:5]([CH2:6][C:7]2[S:11][C:10](=[NH:12])[N:9]([CH2:13][CH2:14][O:15][CH3:16])[CH:8]=2)=[CH:4][CH:3]=1.[CH2:19]1[CH:26]2[C:22]3([C:28]([OH:30])=O)[CH2:23][CH:24]([CH2:27][CH:20]1[CH2:21]3)[CH2:25]2.CN(C(ON1N=NC2C=CC=NC1=2)=[N+](C)C)C.[F:48][P-](F)(F)(F)(F)F.C(N(CC)CC)C, predict the reaction product. (3) Given the reactants [O:1]1[C:5]2([CH2:10][CH2:9][C:8]([C:11]3[C:19]4[C:14](=[CH:15][CH:16]=[CH:17][CH:18]=4)[NH:13][C:12]=3[CH3:20])=[CH:7][CH2:6]2)[O:4][CH2:3][CH2:2]1, predict the reaction product. The product is: [O:4]1[C:5]2([CH2:6][CH2:7][CH:8]([C:11]3[C:19]4[C:14](=[CH:15][CH:16]=[CH:17][CH:18]=4)[NH:13][C:12]=3[CH3:20])[CH2:9][CH2:10]2)[O:1][CH2:2][CH2:3]1.